Dataset: Full USPTO retrosynthesis dataset with 1.9M reactions from patents (1976-2016). Task: Predict the reactants needed to synthesize the given product. (1) Given the product [C:34]([CH2:33][CH2:32][CH2:31][C:18]1([C:28]#[N:29])[C:17]2[CH:16]=[CH:15][CH:14]=[CH:13][C:23]=2[CH:22]=[CH:21][C:20]2[CH:24]=[CH:25][CH:26]=[CH:27][C:19]1=2)#[N:35], predict the reactants needed to synthesize it. The reactants are: C(NC(C)C)(C)C.[Li]CCCC.[CH:13]1[C:23]2[CH:22]=[CH:21][C:20]3[CH:24]=[CH:25][CH:26]=[CH:27][C:19]=3[CH:18]([C:28]#[N:29])[C:17]=2[CH:16]=[CH:15][CH:14]=1.Br[CH2:31][CH2:32][CH2:33][C:34]#[N:35]. (2) Given the product [O:25]=[C:16]1[C:15]([C:12]2[CH:11]=[CH:10][C:9]([C:4]3[CH:5]=[CH:6][CH:7]=[CH:8][N:3]=3)=[CH:14][CH:13]=2)=[N:19][C:18]2([CH2:24][CH2:23][CH2:22][O:21][CH2:20]2)[N:17]1[CH2:27][C:28]([NH:30][C:31]1[CH:36]=[CH:35][CH:34]=[C:33]([C:37]([F:38])([F:39])[F:40])[CH:32]=1)=[O:29], predict the reactants needed to synthesize it. The reactants are: [H-].[Na+].[N:3]1[CH:8]=[CH:7][CH:6]=[CH:5][C:4]=1[C:9]1[CH:14]=[CH:13][C:12]([C:15]2[C:16](=[O:25])[NH:17][C:18]3([CH2:24][CH2:23][CH2:22][O:21][CH2:20]3)[N:19]=2)=[CH:11][CH:10]=1.Br[CH2:27][C:28]([NH:30][C:31]1[CH:36]=[CH:35][CH:34]=[C:33]([C:37]([F:40])([F:39])[F:38])[CH:32]=1)=[O:29].